From a dataset of Forward reaction prediction with 1.9M reactions from USPTO patents (1976-2016). Predict the product of the given reaction. (1) Given the reactants C(N(CCCC)C(C1N=C(C2C=CC(C(OC)=O)=CC=2C(N2CCC3C(=CC=CC=3)C2)=O)NC=1)=O)CCC.[CH2:39]([N:43]([CH2:87][CH2:88][CH2:89][CH3:90])[C:44]([C:46]1[N:47]=[C:48]([C:59]2[CH:74]=[CH:73][C:62]([C:63]([O:65][CH2:66][C:67]3[CH:72]=[CH:71][CH:70]=[CH:69][CH:68]=3)=[O:64])=[CH:61][C:60]=2[C:75]([N:77]2[CH2:86][CH2:85][C:84]3[C:79](=[CH:80][CH:81]=[CH:82][CH:83]=3)[CH2:78]2)=[O:76])[N:49](COCC[Si](C)(C)C)[CH:50]=1)=[O:45])[CH2:40][CH2:41][CH3:42], predict the reaction product. The product is: [CH2:39]([N:43]([CH2:87][CH2:88][CH2:89][CH3:90])[C:44]([C:46]1[N:47]=[C:48]([C:59]2[CH:74]=[CH:73][C:62]([C:63]([O:65][CH2:66][C:67]3[CH:72]=[CH:71][CH:70]=[CH:69][CH:68]=3)=[O:64])=[CH:61][C:60]=2[C:75]([N:77]2[CH2:86][CH2:85][C:84]3[C:79](=[CH:80][CH:81]=[CH:82][CH:83]=3)[CH2:78]2)=[O:76])[NH:49][CH:50]=1)=[O:45])[CH2:40][CH2:41][CH3:42]. (2) Given the reactants [F:1][C:2]1[CH:7]=[CH:6][C:5]([C@@H:8]([NH:10][C:11]2[CH:12]=[C:13]([CH:17]=[C:18]([NH:20][C:21]3[CH:26]=[N:25][CH:24]=[CH:23][N:22]=3)[N:19]=2)[C:14]([OH:16])=O)[CH3:9])=[CH:4][CH:3]=1.[CH:27]([NH:30]C(C)C)(C)[CH3:28].F[P-](F)(F)(F)(F)F.N1(O[P+](N2CCCC2)(N2CCCC2)N2CCCC2)C2C=CC=CC=2N=N1.Cl.C(N)C, predict the reaction product. The product is: [CH2:27]([NH:30][C:14](=[O:16])[C:13]1[CH:17]=[C:18]([NH:20][C:21]2[CH:26]=[N:25][CH:24]=[CH:23][N:22]=2)[N:19]=[C:11]([NH:10][C@H:8]([C:5]2[CH:4]=[CH:3][C:2]([F:1])=[CH:7][CH:6]=2)[CH3:9])[CH:12]=1)[CH3:28].